From a dataset of Full USPTO retrosynthesis dataset with 1.9M reactions from patents (1976-2016). Predict the reactants needed to synthesize the given product. (1) Given the product [C:17]1([N:23]([CH:24]2[CH2:29][CH2:28][N:27]([C:30]([O:32][CH2:33][C@@H:34]([N:36]([CH2:37][C:38]3[CH:39]=[CH:40][CH:41]=[CH:42][CH:43]=3)[CH2:44][C:45]3[CH:46]=[CH:47][CH:48]=[CH:49][CH:50]=3)[CH3:35])=[O:31])[CH2:26][CH2:25]2)[S:7]([C:4]2[CH:5]=[CH:6][C:1]([C:11]3[CH:16]=[CH:15][CH:14]=[CH:13][CH:12]=3)=[CH:2][CH:3]=2)(=[O:9])=[O:8])[CH:18]=[CH:19][CH:20]=[CH:21][CH:22]=1, predict the reactants needed to synthesize it. The reactants are: [C:1]1([C:11]2[CH:16]=[CH:15][CH:14]=[CH:13][CH:12]=2)[CH:6]=[CH:5][C:4]([S:7](Cl)(=[O:9])=[O:8])=[CH:3][CH:2]=1.[C:17]1([NH:23][CH:24]2[CH2:29][CH2:28][N:27]([C:30]([O:32][CH2:33][C@@H:34]([N:36]([CH2:44][C:45]3[CH:50]=[CH:49][CH:48]=[CH:47][CH:46]=3)[CH2:37][C:38]3[CH:43]=[CH:42][CH:41]=[CH:40][CH:39]=3)[CH3:35])=[O:31])[CH2:26][CH2:25]2)[CH:22]=[CH:21][CH:20]=[CH:19][CH:18]=1. (2) Given the product [CH2:1]([O:8][C:9]1[C:14]([CH2:15][N:16]2[CH2:25][CH2:24][C:23]3[C:18](=[C:19]([Cl:40])[C:20]([C:45](=[C:47]4[CH2:50][N:49]([C:51]([O:53][C:54]([CH3:55])([CH3:57])[CH3:56])=[O:52])[CH2:48]4)[CH3:46])=[CH:21][C:22]=3[Cl:26])[C:17]2=[O:41])=[C:13]([CH3:42])[CH:12]=[C:11]([CH3:43])[N:10]=1)[C:2]1[CH:3]=[CH:4][CH:5]=[CH:6][CH:7]=1, predict the reactants needed to synthesize it. The reactants are: [CH2:1]([O:8][C:9]1[C:14]([CH2:15][N:16]2[CH2:25][CH2:24][C:23]3[C:18](=[C:19]([Cl:40])[C:20]([Sn](CCCC)(CCCC)CCCC)=[CH:21][C:22]=3[Cl:26])[C:17]2=[O:41])=[C:13]([CH3:42])[CH:12]=[C:11]([CH3:43])[N:10]=1)[C:2]1[CH:7]=[CH:6][CH:5]=[CH:4][CH:3]=1.Br[C:45](=[C:47]1[CH2:50][N:49]([C:51]([O:53][C:54]([CH3:57])([CH3:56])[CH3:55])=[O:52])[CH2:48]1)[CH3:46].